Task: Predict the product of the given reaction.. Dataset: Forward reaction prediction with 1.9M reactions from USPTO patents (1976-2016) (1) The product is: [NH2:28][C:17]1[CH:16]=[C:15]([NH:14][C:7]2[CH:6]=[CH:5][C:4]([CH:1]3[CH2:3][CH2:2]3)=[CH:13][C:8]=2[C:9]([O:11][CH3:12])=[O:10])[CH:20]=[CH:19][C:18]=1[NH:21][C:22]1[CH:23]=[CH:24][CH:25]=[CH:26][CH:27]=1. Given the reactants [CH:1]1([C:4]2[CH:5]=[CH:6][C:7]([NH:14][C:15]3[CH:20]=[CH:19][C:18]([NH:21][C:22]4[CH:27]=[CH:26][CH:25]=[CH:24][CH:23]=4)=[C:17]([N+:28]([O-])=O)[CH:16]=3)=[C:8]([CH:13]=2)[C:9]([O:11][CH3:12])=[O:10])[CH2:3][CH2:2]1.C(N1C=CN=C1)(N1C=CN=C1)=O.O.C(OCC)(=O)C, predict the reaction product. (2) Given the reactants [CH3:1][C:2]1([CH3:10])[C:4]([CH3:6])([CH3:5])[CH:3]1[C:7]([OH:9])=[O:8].C(Cl)(=O)C(Cl)=O.[Cl:17][C:18]1[CH:23]=[CH:22][CH:21]=[C:20]([F:24])[C:19]=1[CH2:25][N:26]([CH2:29][C:30]1[CH:35]=[CH:34][C:33]([CH2:36][N:37]2[CH2:42][CH2:41][N:40]([C:43]3[C:48]([CH2:49]O)=[CH:47][CH:46]=[CH:45][N:44]=3)[CH2:39][CH2:38]2)=[CH:32][CH:31]=1)[CH2:27][CH3:28].C(N(CC)CC)C, predict the reaction product. The product is: [CH3:1][C:2]1([CH3:10])[C:4]([CH3:6])([CH3:5])[CH:3]1[C:7]([O:9][CH2:49][C:48]1[C:43]([N:40]2[CH2:41][CH2:42][N:37]([CH2:36][C:33]3[CH:32]=[CH:31][C:30]([CH2:29][N:26]([CH2:25][C:19]4[C:20]([F:24])=[CH:21][CH:22]=[CH:23][C:18]=4[Cl:17])[CH2:27][CH3:28])=[CH:35][CH:34]=3)[CH2:38][CH2:39]2)=[N:44][CH:45]=[CH:46][CH:47]=1)=[O:8]. (3) Given the reactants Br[C:2]1[CH:3]=[C:4]([S:12]([NH:15][C:16]2[CH:25]=[CH:24][C:19]([C:20]([O:22]C)=[O:21])=[C:18]([OH:26])[CH:17]=2)(=[O:14])=[O:13])[CH:5]=[C:6]([C:8]([F:11])([F:10])[F:9])[CH:7]=1.[OH:27][C:28]1[CH:33]=[CH:32][CH:31]=[CH:30][C:29]=1B1OC(C)(C)C(C)(C)O1, predict the reaction product. The product is: [OH:26][C:18]1[CH:17]=[C:16]([NH:15][S:12]([C:4]2[CH:3]=[C:2]([C:29]3[CH:30]=[CH:31][CH:32]=[CH:33][C:28]=3[OH:27])[CH:7]=[C:6]([C:8]([F:10])([F:11])[F:9])[CH:5]=2)(=[O:13])=[O:14])[CH:25]=[CH:24][C:19]=1[C:20]([OH:22])=[O:21]. (4) Given the reactants [Cl:1][C:2]1[CH:3]=[C:4]2[C:9](=[C:10]([F:12])[CH:11]=1)[C:8](=O)[CH2:7][CH2:6][CH2:5]2.C([O-])(=O)C.[Na+].Cl.[NH2:20][OH:21].C(OCC)(=O)C, predict the reaction product. The product is: [Cl:1][C:2]1[CH:3]=[C:4]2[C:9](=[C:10]([F:12])[CH:11]=1)[C:8](=[N:20][OH:21])[CH2:7][CH2:6][CH2:5]2.